From a dataset of Reaction yield outcomes from USPTO patents with 853,638 reactions. Predict the reaction yield, written as a fraction of the theoretical maximum amount of product (1.0 means a 100% yield; for example, 0.34 means a 34% yield). (1) The reactants are [CH3:1][CH:2]1[NH:7][CH2:6][CH2:5][N:4]([C:8]2[CH:15]=[CH:14][C:11]([CH:12]=[O:13])=[CH:10][CH:9]=2)[CH2:3]1.CCN(CC)CC.[C:23](Cl)(=[O:25])[CH3:24]. The catalyst is C(Cl)Cl. The product is [C:23]([N:7]1[CH2:6][CH2:5][N:4]([C:8]2[CH:15]=[CH:14][C:11]([CH:12]=[O:13])=[CH:10][CH:9]=2)[CH2:3][CH:2]1[CH3:1])(=[O:25])[CH3:24]. The yield is 0.730. (2) The reactants are [Cl:1][C:2]1[C:3]([NH:12][C:13]2[CH:18]=[CH:17][C:16]([Cl:19])=[CH:15][CH:14]=2)=[N:4][CH:5]=[C:6]([CH:11]=1)[C:7]([NH:9][NH2:10])=O.CO[C:22]1[CH2:23][CH2:24][CH2:25][CH2:26][N:27]=1. The catalyst is CCO. The product is [Cl:19][C:16]1[CH:17]=[CH:18][C:13]([NH:12][C:3]2[C:2]([Cl:1])=[CH:11][C:6]([C:7]3[N:27]4[CH2:26][CH2:25][CH2:24][CH2:23][C:22]4=[N:10][N:9]=3)=[CH:5][N:4]=2)=[CH:14][CH:15]=1. The yield is 0.990. (3) The reactants are [CH3:1][O:2][C:3]1[CH:11]=[C:10]2[C:6]([CH2:7][C:8](=[O:12])[NH:9]2)=[CH:5][CH:4]=1.[CH2:13]([N:15]([CH2:30][CH3:31])[CH2:16][CH2:17][CH2:18][NH:19][C:20]([C:22]1[NH:23][C:24]([CH:28]=O)=[CH:25][C:26]=1[CH3:27])=[O:21])[CH3:14]. No catalyst specified. The product is [CH2:30]([N:15]([CH2:13][CH3:14])[CH2:16][CH2:17][CH2:18][NH:19][C:20]([C:22]1[NH:23][C:24]([CH:28]=[C:7]2[C:6]3[C:10](=[CH:11][C:3]([O:2][CH3:1])=[CH:4][CH:5]=3)[NH:9][C:8]2=[O:12])=[CH:25][C:26]=1[CH3:27])=[O:21])[CH3:31]. The yield is 0.310. (4) The yield is 0.370. The catalyst is O.C(OCC)(=O)C. The product is [CH2:13]([C:17]1[N:18]([CH2:32][C:33]2[CH:34]=[CH:35][C:36]([C:39]3[CH:44]=[CH:43][CH:42]=[CH:41][C:40]=3[C:45]3[NH:3][C:4](=[O:7])[O:5][N:46]=3)=[CH:37][CH:38]=2)[C:19](=[O:31])[C:20]([CH2:24][CH:25]([OH:30])[C:26]([CH3:28])([CH3:29])[CH3:27])=[C:21]([CH3:23])[N:22]=1)[CH2:14][CH2:15][CH3:16]. The reactants are [Cl-].O[NH3+:3].[C:4](=[O:7])([O-])[OH:5].[Na+].CS(C)=O.[CH2:13]([C:17]1[N:18]([CH2:32][C:33]2[CH:38]=[CH:37][C:36]([C:39]3[C:40]([C:45]#[N:46])=[CH:41][CH:42]=[CH:43][CH:44]=3)=[CH:35][CH:34]=2)[C:19](=[O:31])[C:20]([CH2:24][CH:25]([OH:30])[C:26]([CH3:29])([CH3:28])[CH3:27])=[C:21]([CH3:23])[N:22]=1)[CH2:14][CH2:15][CH3:16]. (5) The reactants are Br[C:2]1[CH:11]=[N:10][CH:9]=[CH:8][C:3]=1[C:4]([O:6][CH3:7])=[O:5].[F:12][C:13]1[CH:20]=[CH:19][C:16]([CH2:17][NH2:18])=[CH:15][CH:14]=1.CC1(C)C2C(=C(P(C3C=CC=CC=3)C3C=CC=CC=3)C=CC=2)OC2C(P(C3C=CC=CC=3)C3C=CC=CC=3)=CC=CC1=2.C(=O)([O-])[O-].[Cs+].[Cs+]. The catalyst is O1CCOCC1.C1C=CC(/C=C/C(/C=C/C2C=CC=CC=2)=O)=CC=1.C1C=CC(/C=C/C(/C=C/C2C=CC=CC=2)=O)=CC=1.C1C=CC(/C=C/C(/C=C/C2C=CC=CC=2)=O)=CC=1.[Pd].[Pd]. The product is [F:12][C:13]1[CH:20]=[CH:19][C:16]([CH2:17][NH:18][C:2]2[CH:11]=[N:10][CH:9]=[CH:8][C:3]=2[C:4]([O:6][CH3:7])=[O:5])=[CH:15][CH:14]=1. The yield is 0.880. (6) The product is [CH:18]1([N:7]([CH:1]2[CH2:6][CH2:5][CH2:4][CH2:3][CH2:2]2)[C:8]([NH:10][C:11]2[S:12][C:13]([CH2:16][OH:17])=[CH:14][N:15]=2)=[O:9])[CH2:19][CH2:20][CH2:21][CH2:22][CH2:23]1. The reactants are [CH:1]1([N:7]([CH:18]2[CH2:23][CH2:22][CH2:21][CH2:20][CH2:19]2)[C:8]([NH:10][C:11]2[S:12][C:13]([CH:16]=[O:17])=[CH:14][N:15]=2)=[O:9])[CH2:6][CH2:5][CH2:4][CH2:3][CH2:2]1.[BH4-].[Li+]. The catalyst is CO. The yield is 0.970. (7) The reactants are [NH:1]1[CH2:6][CH2:5][CH2:4][CH2:3][CH2:2]1.[CH3:7][C:8]1[O:9][C:10]2[CH:16]=[C:15]([S:17](Cl)(=[O:19])=[O:18])[CH:14]=[CH:13][C:11]=2[N:12]=1. The catalyst is C(Cl)(Cl)Cl.CN(C=O)C. The product is [CH3:7][C:8]1[O:9][C:10]2[CH:16]=[C:15]([S:17]([N:1]3[CH2:6][CH2:5][CH2:4][CH2:3][CH2:2]3)(=[O:19])=[O:18])[CH:14]=[CH:13][C:11]=2[N:12]=1. The yield is 0.760. (8) The reactants are [CH2:1]([C:3]1[C:11]2[C:6](=[CH:7][C:8]([C:12]([OH:14])=O)=[CH:9][CH:10]=2)[NH:5][N:4]=1)[CH3:2].Cl.CN(C)CCCN=C=NCC.Cl.[CH3:28][NH:29][O:30][CH3:31].CN(C)C=O. The catalyst is CN(C)C1C=CN=CC=1.C(Cl)Cl.O. The product is [CH2:1]([C:3]1[C:11]2[C:6](=[CH:7][C:8]([C:12]([N:29]([O:30][CH3:31])[CH3:28])=[O:14])=[CH:9][CH:10]=2)[NH:5][N:4]=1)[CH3:2]. The yield is 0.330. (9) The reactants are [CH3:1][C:2]1[N:6]([C:7]2[CH:12]=[CH:11][CH:10]=[CH:9][CH:8]=2)[N:5]=[C:4]([C:13]([OH:15])=O)[CH:3]=1.CN(C)C=O.C(Cl)(=O)C(Cl)=O.[NH2:27][C:28]1[CH:29]=[C:30]([S:34][C:35]2[CH:36]=[CH:37][C:38]3[N:39]([CH:41]=[C:42]([NH:44][C:45]([CH:47]4[CH2:49][CH2:48]4)=[O:46])[N:43]=3)[N:40]=2)[CH:31]=[CH:32][CH:33]=1. The catalyst is CN(C)C(=O)C.O1CCCC1. The product is [CH:47]1([C:45]([NH:44][C:42]2[N:43]=[C:38]3[CH:37]=[CH:36][C:35]([S:34][C:30]4[CH:29]=[C:28]([NH:27][C:13]([C:4]5[CH:3]=[C:2]([CH3:1])[N:6]([C:7]6[CH:8]=[CH:9][CH:10]=[CH:11][CH:12]=6)[N:5]=5)=[O:15])[CH:33]=[CH:32][CH:31]=4)=[N:40][N:39]3[CH:41]=2)=[O:46])[CH2:48][CH2:49]1. The yield is 0.490.